From a dataset of Full USPTO retrosynthesis dataset with 1.9M reactions from patents (1976-2016). Predict the reactants needed to synthesize the given product. (1) The reactants are: BrCCBr.C[Si](Cl)(C)C.[CH3:10][C:11]1([CH3:20])[CH2:16][C:15]([CH3:18])([CH3:17])[CH2:14][C:13](=[O:19])[CH2:12]1.Br[C:22]([F:29])([F:28])[C:23]([O:25][CH2:26][CH3:27])=[O:24].[Cl-].[NH4+]. Given the product [F:28][C:22]([F:29])([C:13]1([OH:19])[CH2:14][C:15]([CH3:18])([CH3:17])[CH2:16][C:11]([CH3:20])([CH3:10])[CH2:12]1)[C:23]([O:25][CH2:26][CH3:27])=[O:24], predict the reactants needed to synthesize it. (2) Given the product [CH3:21][N:18]1[C:17]([CH2:22][N:23]2[CH2:24][CH2:25][C:26]3([C:30](=[O:31])[NH:29][CH2:28][CH2:27]3)[CH2:32][CH2:33]2)=[N:16][C:15]2[C:19]1=[N:20][C:12]([N:3]1[C:4]3[CH:10]=[CH:9][CH:8]=[CH:7][C:5]=3[N:6]=[C:2]1[CH3:1])=[N:13][C:14]=2[N:34]1[CH2:35][CH2:36][O:37][CH2:38][CH2:39]1, predict the reactants needed to synthesize it. The reactants are: [CH3:1][C:2]1[NH:3][C:4]2[CH:10]=[CH:9][CH:8]=[CH:7][C:5]=2[N:6]=1.Cl[C:12]1[N:20]=[C:19]2[C:15]([N:16]=[C:17]([CH2:22][N:23]3[CH2:33][CH2:32][C:26]4([C:30](=[O:31])[NH:29][CH2:28][CH2:27]4)[CH2:25][CH2:24]3)[N:18]2[CH3:21])=[C:14]([N:34]2[CH2:39][CH2:38][O:37][CH2:36][CH2:35]2)[N:13]=1. (3) Given the product [F:12][C:13]1[CH:18]=[CH:17][C:16]([CH:19]2[CH2:23][S:22](=[O:24])(=[O:25])[N:21]([C:26]3[C:35]([S:36]([CH3:39])(=[O:38])=[O:37])=[CH:34][C:29]([C:30]([NH:10][C:9]([NH2:11])=[NH:8])=[O:31])=[C:28]([CH3:40])[CH:27]=3)[CH2:20]2)=[CH:15][CH:14]=1, predict the reactants needed to synthesize it. The reactants are: CC([O-])(C)C.[K+].[Cl-].[NH2:8][C:9]([NH2:11])=[NH2+:10].[F:12][C:13]1[CH:18]=[CH:17][C:16]([CH:19]2[CH2:23][S:22](=[O:25])(=[O:24])[N:21]([C:26]3[C:35]([S:36]([CH3:39])(=[O:38])=[O:37])=[CH:34][C:29]([C:30](OC)=[O:31])=[C:28]([CH3:40])[CH:27]=3)[CH2:20]2)=[CH:15][CH:14]=1.Cl. (4) Given the product [Cl:1][C:2]1[CH:7]=[C:6]2[C:5]([CH2:8][CH:9]([CH2:10][CH3:11])[N:12]=[CH:13]2)=[CH:4][C:3]=1[O:15][CH2:16][CH3:17], predict the reactants needed to synthesize it. The reactants are: [Cl:1][C:2]1[CH:7]=[CH:6][C:5]([CH2:8][CH:9]([NH:12][CH:13]=O)[CH2:10][CH3:11])=[CH:4][C:3]=1[O:15][CH2:16][CH3:17].O=P(Cl)(Cl)Cl. (5) Given the product [Cl:13][C:14]1[CH:15]=[CH:16][C:17]([C:20]([C:9]2[C:8]3[C:12](=[C:4]([CH2:3][S:2][CH3:1])[CH:5]=[CH:6][CH:7]=3)[NH:11][CH:10]=2)([C:23]2[CH:24]=[CH:25][C:26]([F:29])=[CH:27][CH:28]=2)[CH3:21])=[CH:18][CH:19]=1, predict the reactants needed to synthesize it. The reactants are: [CH3:1][S:2][CH2:3][C:4]1[CH:5]=[CH:6][CH:7]=[C:8]2[C:12]=1[NH:11][CH:10]=[CH:9]2.[Cl:13][C:14]1[CH:19]=[CH:18][C:17]([C:20]([C:23]2[CH:28]=[CH:27][C:26]([F:29])=[CH:25][CH:24]=2)(O)[CH3:21])=[CH:16][CH:15]=1.FC1C=CC(C(C2C=CC(F)=CC=2)C2C3C(=C(CSC)C=CC=3)NC=2)=CC=1. (6) Given the product [O:1]1[CH2:6][CH2:5][N:4]([C:7]2[N:8]=[CH:9][C:10]([C:13]3[CH:14]=[C:15]([CH:34]=[CH:35][CH:36]=3)[CH2:16][O:17][C:18]3[CH:23]=[CH:22][C:21]([C:24]4([CH2:28][C:29]([OH:31])=[O:30])[CH2:27][O:26][CH2:25]4)=[CH:20][CH:19]=3)=[CH:11][N:12]=2)[CH2:3][CH2:2]1, predict the reactants needed to synthesize it. The reactants are: [O:1]1[CH2:6][CH2:5][N:4]([C:7]2[N:12]=[CH:11][C:10]([C:13]3[CH:14]=[C:15]([CH:34]=[CH:35][CH:36]=3)[CH2:16][O:17][C:18]3[CH:23]=[CH:22][C:21]([C:24]4([CH2:28][C:29]([O:31]CC)=[O:30])[CH2:27][O:26][CH2:25]4)=[CH:20][CH:19]=3)=[CH:9][N:8]=2)[CH2:3][CH2:2]1. (7) Given the product [CH3:22][C:23]1[O:24][C:25]([CH3:31])=[CH:26][C:27]=1[C:28]([N:1]1[CH2:2][CH2:3][C:4]2([O:11][C:10]3[C:12]4[C:17]([C:18](=[O:21])[C:19](=[O:20])[C:9]=3[S:8][CH2:7]2)=[CH:16][CH:15]=[CH:14][CH:13]=4)[CH2:5][CH2:6]1)=[O:29], predict the reactants needed to synthesize it. The reactants are: [NH:1]1[CH2:6][CH2:5][C:4]2([O:11][C:10]3[C:12]4[C:17]([C:18](=[O:21])[C:19](=[O:20])[C:9]=3[S:8][CH2:7]2)=[CH:16][CH:15]=[CH:14][CH:13]=4)[CH2:3][CH2:2]1.[CH3:22][C:23]1[O:24][C:25]([CH3:31])=[CH:26][C:27]=1[C:28](Cl)=[O:29]. (8) Given the product [CH3:1][C:2]1[C:6]([C:7]2[CH:16]=[C:15]3[C:10]([C:11]([OH:27])=[C:12]([C:19]([NH:21][CH2:22][C:23]([OH:25])=[O:24])=[O:20])[C:13](=[O:18])[N:14]3[CH3:17])=[CH:9][CH:8]=2)=[C:5]([CH3:28])[O:4][N:3]=1, predict the reactants needed to synthesize it. The reactants are: [CH3:1][C:2]1[C:6]([C:7]2[CH:16]=[C:15]3[C:10]([C:11]([OH:27])=[C:12]([C:19]([NH:21][CH2:22][C:23]([O:25]C)=[O:24])=[O:20])[C:13](=[O:18])[N:14]3[CH3:17])=[CH:9][CH:8]=2)=[C:5]([CH3:28])[O:4][N:3]=1.[OH-].[Na+].Cl.